This data is from Full USPTO retrosynthesis dataset with 1.9M reactions from patents (1976-2016). The task is: Predict the reactants needed to synthesize the given product. (1) Given the product [CH2:1]([O:3][C:4](=[O:22])[C:5]([C:8]1[CH2:13][CH2:12][N:11]([CH2:14][C:15]2[CH:20]=[CH:19][CH:18]=[CH:17][CH:16]=2)[CH2:10][CH:9]=1)([CH3:7])[CH3:6])[CH3:2], predict the reactants needed to synthesize it. The reactants are: [CH2:1]([O:3][C:4](=[O:22])[C:5]([C:8]1(O)[CH2:13][CH2:12][N:11]([CH2:14][C:15]2[CH:20]=[CH:19][CH:18]=[CH:17][CH:16]=2)[CH2:10][CH2:9]1)([CH3:7])[CH3:6])[CH3:2].S(Cl)(Cl)=O.CN(C)C=O. (2) Given the product [Cl:1][C:2]1[CH:7]=[N:6][CH:5]=[C:4]([O:8][CH2:16][CH2:17][CH3:18])[CH:3]=1, predict the reactants needed to synthesize it. The reactants are: [Cl:1][C:2]1[CH:3]=[C:4]([OH:8])[CH:5]=[N:6][CH:7]=1.C(=O)([O-])[O-].[K+].[K+].Cl[CH2:16][CH2:17][CH3:18]. (3) Given the product [CH:26]1([NH:29][C:20]([C:5]2[N:6]=[N:7][N:8]([C:9]3[CH:10]=[CH:11][C:12]([C:15]([NH:17][CH2:18][CH3:19])=[O:16])=[CH:13][CH:14]=3)[C:4]=2[O:3][CH2:1][CH3:2])=[O:22])[CH2:28][CH2:27]1, predict the reactants needed to synthesize it. The reactants are: [CH2:1]([O:3][C:4]1[N:8]([C:9]2[CH:14]=[CH:13][C:12]([C:15]([NH:17][CH2:18][CH3:19])=[O:16])=[CH:11][CH:10]=2)[N:7]=[N:6][C:5]=1[C:20]([O:22]C)=O)[CH3:2].[OH-].[Na+].[CH:26]1([NH2:29])[CH2:28][CH2:27]1.C1C=CC2N(O)N=NC=2C=1.CCN=C=NCCCN(C)C. (4) Given the product [C:8]([NH:13][CH2:6][CH2:5][N:4]([CH3:7])[CH3:3])([CH2:11][CH3:12])([CH3:10])[CH3:9], predict the reactants needed to synthesize it. The reactants are: Cl.[Cl-].[CH3:3][N:4]([CH3:7])[CH2:5][CH3:6].[C:8]([NH2:13])([CH2:11][CH3:12])([CH3:10])[CH3:9]. (5) Given the product [Cl:1][C:2]1[CH:19]=[CH:18][C:17]([Cl:20])=[CH:16][C:3]=1[CH2:4][N:5]1[CH2:10][CH2:9][NH:8][C:7]2[N:11]=[CH:12][C:13]([C:21]#[N:22])=[CH:14][C:6]1=2, predict the reactants needed to synthesize it. The reactants are: [Cl:1][C:2]1[CH:19]=[CH:18][C:17]([Cl:20])=[CH:16][C:3]=1[CH2:4][N:5]1[CH2:10][CH2:9][NH:8][C:7]2[N:11]=[CH:12][C:13](I)=[CH:14][C:6]1=2.[C:21]([Cu])#[N:22]. (6) Given the product [C:42]([C:39]1[CH:38]=[CH:37][C:36]([N:18]2[C:17]3[CH:16]=[CH:15][C:14]([C:11](=[O:13])[CH3:12])=[CH:26][C:25]=3[C:24]3[C:19]2=[CH:20][CH:21]=[C:22]([C:27](=[O:35])[C:28]2[CH:33]=[CH:32][C:31]([S:1][C:2]4[S:3][C:4]5[CH:10]=[CH:9][CH:8]=[CH:7][C:5]=5[N:6]=4)=[CH:30][CH:29]=2)[CH:23]=3)=[CH:41][CH:40]=1)(=[O:44])[CH3:43], predict the reactants needed to synthesize it. The reactants are: [SH:1][C:2]1[S:3][C:4]2[CH:10]=[CH:9][CH:8]=[CH:7][C:5]=2[N:6]=1.[C:11]([C:14]1[CH:15]=[CH:16][C:17]2[N:18]([C:36]3[CH:41]=[CH:40][C:39]([C:42](=[O:44])[CH3:43])=[CH:38][CH:37]=3)[C:19]3[C:24]([C:25]=2[CH:26]=1)=[CH:23][C:22]([C:27](=[O:35])[C:28]1[CH:33]=[CH:32][C:31](F)=[CH:30][CH:29]=1)=[CH:21][CH:20]=3)(=[O:13])[CH3:12].C(=O)([O-])[O-].[K+].[K+]. (7) Given the product [CH2:1]([O:8][C:9]1[CH:10]=[CH:11][C:12]([CH2:15][CH2:16][C:17]([OH:19])=[O:18])=[CH:13][CH:14]=1)[C:2]1[CH:3]=[CH:4][CH:5]=[CH:6][CH:7]=1, predict the reactants needed to synthesize it. The reactants are: [CH2:1]([O:8][C:9]1[CH:14]=[CH:13][C:12]([CH2:15][CH2:16][C:17]([O:19]C)=[O:18])=[CH:11][CH:10]=1)[C:2]1[CH:7]=[CH:6][CH:5]=[CH:4][CH:3]=1.[OH-].[K+].Cl.